Dataset: Forward reaction prediction with 1.9M reactions from USPTO patents (1976-2016). Task: Predict the product of the given reaction. (1) Given the reactants Cl[CH2:2][CH2:3][CH2:4][N:5]1[CH:15]=[CH:14][C:9]([NH:10][C:11](=[O:13])[CH3:12])=[N:8][C:6]1=[O:7].[N-:16]=[N+:17]=[N-:18].[Na+], predict the reaction product. The product is: [N:16]([CH2:2][CH2:3][CH2:4][N:5]1[CH:15]=[CH:14][C:9]([NH:10][C:11](=[O:13])[CH3:12])=[N:8][C:6]1=[O:7])=[N+:17]=[N-:18]. (2) Given the reactants [CH3:1][C:2]1[CH:11]=[CH:10][C:9]2[C:4](=[C:5]([N+:12]([O-])=O)[CH:6]=[CH:7][CH:8]=2)[N:3]=1, predict the reaction product. The product is: [CH3:1][C:2]1[CH:11]=[CH:10][C:9]2[C:4](=[C:5]([NH2:12])[CH:6]=[CH:7][CH:8]=2)[N:3]=1. (3) Given the reactants [Br:1][C:2]1[C:10]2[C:9](Cl)=[N:8][CH:7]=[N:6][C:5]=2[N:4]([C:12]2[CH:17]=[CH:16][C:15]([CH3:18])=[CH:14][CH:13]=2)[CH:3]=1.[CH3:19][C:20]1[N:21]=[CH:22][C:23]([CH2:26][NH2:27])=[N:24][CH:25]=1.C([O-])(=O)C.[Na+], predict the reaction product. The product is: [Br:1][C:2]1[C:10]2[C:9]([NH:27][CH2:26][C:23]3[CH:22]=[N:21][C:20]([CH3:19])=[CH:25][N:24]=3)=[N:8][CH:7]=[N:6][C:5]=2[N:4]([C:12]2[CH:17]=[CH:16][C:15]([CH3:18])=[CH:14][CH:13]=2)[CH:3]=1. (4) Given the reactants B(F)(F)F.[CH2:5]([O:12][C:13]([N:15]1[CH2:19][CH2:18][CH2:17][CH:16]1[CH2:20][C:21]1[C:25]2[CH:26]=[CH:27][CH:28]=[CH:29][C:24]=2[O:23][C:22]=1[CH:30]=[CH:31][C:32](OCC)=[O:33])=[O:14])[C:6]1[CH:11]=[CH:10][CH:9]=[CH:8][CH:7]=1.CC(C[AlH]CC(C)C)C.CCOC(C)=O, predict the reaction product. The product is: [CH2:5]([O:12][C:13]([N:15]1[CH2:19][CH2:18][CH2:17][CH:16]1[CH2:20][C:21]1[C:25]2[CH:26]=[CH:27][CH:28]=[CH:29][C:24]=2[O:23][C:22]=1[CH:30]=[CH:31][CH2:32][OH:33])=[O:14])[C:6]1[CH:7]=[CH:8][CH:9]=[CH:10][CH:11]=1. (5) Given the reactants [CH2:1]([S:5]([O:8][C:9]1[CH:14]=[CH:13][C:12]([CH2:15][CH2:16][CH2:17][C:18]2[CH:23]=[CH:22][C:21]([CH2:24][OH:25])=[CH:20][C:19]=2[O:26][CH2:27][CH2:28][CH2:29][CH3:30])=[CH:11][C:10]=1[O:31][CH3:32])(=[O:7])=[O:6])[CH2:2][CH2:3][CH3:4], predict the reaction product. The product is: [CH2:1]([S:5]([O:8][C:9]1[CH:14]=[CH:13][C:12]([CH2:15][CH2:16][CH2:17][C:18]2[CH:23]=[CH:22][C:21]([CH:24]=[O:25])=[CH:20][C:19]=2[O:26][CH2:27][CH2:28][CH2:29][CH3:30])=[CH:11][C:10]=1[O:31][CH3:32])(=[O:6])=[O:7])[CH2:2][CH2:3][CH3:4]. (6) Given the reactants [Al+3].[Cl-].[Cl-].[Cl-].[Br:5][CH2:6][C:7](Br)=[O:8].[CH3:10][O:11][C:12]1[CH:17]=[C:16]([CH3:18])[CH:15]=[C:14]([CH3:19])[CH:13]=1, predict the reaction product. The product is: [Br:5][CH2:6][C:7]([C:13]1[C:14]([CH3:19])=[CH:15][C:16]([CH3:18])=[CH:17][C:12]=1[O:11][CH3:10])=[O:8].[Br:5][CH2:6][C:7]([C:15]1[C:16]([CH3:18])=[CH:17][C:12]([O:11][CH3:10])=[CH:13][C:14]=1[CH3:19])=[O:8]. (7) Given the reactants [NH2:1][C:2]1[N:10]=[CH:9][N:8]=[C:7]2[C:3]=1[NH:4][C:5](=[O:26])[N:6]2[C:11]1[CH:12]=[C:13]([N:17]([CH3:25])[C:18](=[O:24])[O:19][C:20]([CH3:23])([CH3:22])[CH3:21])[CH:14]=[CH:15][CH:16]=1.[CH2:27]([O:34][C:35]1[CH:40]=[CH:39][C:38](B(O)O)=[CH:37][CH:36]=1)[C:28]1[CH:33]=[CH:32][CH:31]=[CH:30][CH:29]=1.N1C=CC=CC=1, predict the reaction product. The product is: [NH2:1][C:2]1[N:10]=[CH:9][N:8]=[C:7]2[C:3]=1[N:4]([C:38]1[CH:39]=[CH:40][C:35]([O:34][CH2:27][C:28]3[CH:33]=[CH:32][CH:31]=[CH:30][CH:29]=3)=[CH:36][CH:37]=1)[C:5](=[O:26])[N:6]2[C:11]1[CH:12]=[C:13]([N:17]([CH3:25])[C:18](=[O:24])[O:19][C:20]([CH3:22])([CH3:23])[CH3:21])[CH:14]=[CH:15][CH:16]=1. (8) Given the reactants [CH2:1]([NH:3][CH2:4][CH3:5])[CH3:2].[F:6][C:7]1[CH:12]=[CH:11][C:10]([C:13]2[N:17]([CH3:18])[N:16]=[CH:15][C:14]=2/[CH:19]=[CH:20]/[C:21]([NH:23][C:24]2[CH:29]=[CH:28][C:27]([CH2:30][C:31](O)=[O:32])=[CH:26][CH:25]=2)=[O:22])=[CH:9][CH:8]=1.O.ON1C2C=CC=CC=2N=N1.Cl.C(N=C=NCCCN(C)C)C, predict the reaction product. The product is: [CH2:1]([N:3]([CH2:4][CH3:5])[C:31](=[O:32])[CH2:30][C:27]1[CH:26]=[CH:25][C:24]([NH:23][C:21](=[O:22])/[CH:20]=[CH:19]/[C:14]2[CH:15]=[N:16][N:17]([CH3:18])[C:13]=2[C:10]2[CH:9]=[CH:8][C:7]([F:6])=[CH:12][CH:11]=2)=[CH:29][CH:28]=1)[CH3:2].